Dataset: Experimentally validated miRNA-target interactions with 360,000+ pairs, plus equal number of negative samples. Task: Binary Classification. Given a miRNA mature sequence and a target amino acid sequence, predict their likelihood of interaction. (1) The miRNA is hsa-miR-4804-5p with sequence UUGGACGGUAAGGUUAAGCAA. The protein sequence of the target gene is MRSCFCVRRSRDPPPPQPPPPQRGTDQATMPEVKELSEALPETPMDPITGVGVVASRNRAPTGYDVVAQTADGVDADLWKDGLFKSKVTRYLCFTRSFSKENSHLGNVLVDMKLIDVKDTLPVGFIPIQETVDTQEVVFRKKRLCIKFIPRDSTEAAICDIRIMGRTKQAPPQYTFIGELNSMGIWYRMGRVPRNHDSSQPTTPSQSSASSTPAPNLPRHISLTLPATFRGRNNTSTDYEYQLSNLYAISAMDGVPFMISEKFSCIPESMQPFDLLGITIKSLAEIEKEYEYSFRTEQSA.... Result: 0 (no interaction). (2) The miRNA is hsa-miR-657 with sequence GGCAGGUUCUCACCCUCUCUAGG. Result: 1 (interaction). The protein sequence of the target gene is MSSEEGKLFVGGLNFNTDEQALEDHFSSFGPISEVVVVKDRETQRSRGFGFITFTNPEHASVAMRAMNGESLDGRQIRVDHAGKSARGTRGGGFGAHGRGRSYSRGGGDQGYGSGRYYDSRPGGYGYGYGRSRDYNGRNQGGYDRYSGGNYRDNYDN. (3) The miRNA is mmu-miR-3058-3p with sequence UUCCUGUCAGCCGUGGGUGCC. The protein sequence of the target gene is MDDLSEANGSFAISLLKILSEKDKSRNLFFCPMSVSSALAMVYLGAKGNTATQMSEVLGLSGNGDVHQSFQTLLAEINKTDTQYLLKSACRLFGEESCDFLSTFKESCHKFYQAGLEELSFAKDTEGCRKHINDWVSEKTEGKISEVLSPGTVCPLTKLVLVNAMYFKGKWKAQFDRKYTRGMPFKTNQEKKTVQMMFKHAKFKMGHVDEVNMQVLALPYAEEELSMVILLPDESTDLAVVEKALTYEKLRAWTNPETLTESQVQVFLPRLKLEESYDLETVLQNLGMTDAFEETRADFS.... Result: 0 (no interaction). (4) The miRNA is dme-miR-278-3p with sequence UCGGUGGGACUUUCGUCCGUUU. The protein sequence of the target gene is MAEPWAGQFLQALPATVLGALGTLGSDFLREWETQDMRVTLFKLLLLWLVLSLLGIQLAWGFYGNTVTGLYHRPDPHPQPPAAMGVFLPPGLGGQNGSTPDGSTHFSSWEIAANEALKTHRE. Result: 0 (no interaction). (5) The miRNA is hsa-miR-3919 with sequence GCAGAGAACAAAGGACUCAGU. The protein sequence of the target gene is MPITQDNAVLHLPLLYQWLQNSLQEGGDGPEQRLCQAAIQKLQEYIQLNFAVDESTVPPDHSPPEMEICTVYLTKELGDTETVGLSFGNIPVFGDYGEKRRGGKKRKTHQGPVLDVGCIWVTELRKNSPAGKSGKVRLRDEILSLNGQLMVGVDVSGASYLAEQCWNGGFIYLIMLRRFKHKAHSTYNGNSSNSSEPGETPTLELGDRTAKKGKRTRKFGVISRPPANKAPEESKGSAGCEVSSDPSTELENGPDPELGNGHVFQLENGPDSLKEVAGPHLERSEVDRGTEHRIPKTDAP.... Result: 1 (interaction).